From a dataset of Full USPTO retrosynthesis dataset with 1.9M reactions from patents (1976-2016). Predict the reactants needed to synthesize the given product. The reactants are: [NH:1]1[C:9]2[C:4](=[N:5][CH:6]=[CH:7][CH:8]=2)[CH:3]=[CH:2]1.[N+:10]([O-])([OH:12])=[O:11].OS(O)(=O)=O.C([O-])(O)=O.[Na+]. Given the product [N+:10]([C:3]1[C:4]2=[N:5][CH:6]=[CH:7][CH:8]=[C:9]2[NH:1][CH:2]=1)([O-:12])=[O:11], predict the reactants needed to synthesize it.